From a dataset of Retrosynthesis with 50K atom-mapped reactions and 10 reaction types from USPTO. Predict the reactants needed to synthesize the given product. (1) The reactants are: Cc1cc(Nc2cc(N3CC[C@H](F)C3)cc(Cl)n2)[nH]n1.O=C(Nc1ccc(S)cc1)C1CC1. Given the product Cc1cc(Nc2cc(N3CC[C@H](F)C3)cc(Sc3ccc(NC(=O)C4CC4)cc3)n2)[nH]n1, predict the reactants needed to synthesize it. (2) Given the product CCOC(=O)c1cc2ccc(C(C)N)cc2s1, predict the reactants needed to synthesize it. The reactants are: CCOC(=O)c1cc2ccc(C(C)N=[N+]=[N-])cc2s1. (3) Given the product C=CCc1cccc(CC=C)c1OC(=O)OC, predict the reactants needed to synthesize it. The reactants are: C=CCc1cccc(CC=C)c1O.COC(=O)Cl. (4) Given the product CNC(=O)N1CCC2(C1)CN(C(=O)Nc1cnc(C)cn1)c1ccc(CCCC(=O)N3CCC3)cc12, predict the reactants needed to synthesize it. The reactants are: C1CNC1.CCOC(=O)CCCc1ccc2c(c1)C1(CCN(C(=O)NC)C1)CN2C(=O)Nc1cnc(C)cn1. (5) Given the product CCCC[Sn](CCCC)(CCCC)c1cnc(C)s1, predict the reactants needed to synthesize it. The reactants are: CCCC[Sn](Cl)(CCCC)CCCC.Cc1nccs1. (6) Given the product CC(C)(C)OC(=O)NC1CCCCCC=CC2CC2(C(=O)NS(=O)(=O)C2CC2)NC(=O)C2CC(OC(=O)c3ccc4ccccc4c3)CN2C1=O, predict the reactants needed to synthesize it. The reactants are: CC(C)(C)OC(=O)NC1CCCCCC=CC2CC2(C(=O)NS(=O)(=O)C2CC2)NC(=O)C2CC(O)CN2C1=O.O=C(Cl)c1ccc2ccccc2c1.